From a dataset of Forward reaction prediction with 1.9M reactions from USPTO patents (1976-2016). Predict the product of the given reaction. (1) Given the reactants [CH3:1][C:2]([O:4][C@H:5]1[C:14]2[C@@:15]3([CH3:30])[C@@H:26]([CH2:27][O:28][CH3:29])[O:25][C:23](=[O:24])[C:17]4=[CH:18][O:19][C:20]([C:21](=[O:22])[C:13]=2[C@@H:8]2[CH2:9][CH2:10][C@H:11]([OH:12])[C@@:7]2([CH3:31])[CH2:6]1)=[C:16]34)=[O:3].[CH3:32][N:33]([CH3:39])[CH2:34][CH2:35][NH:36][CH2:37][CH3:38], predict the reaction product. The product is: [CH3:32][N:33]([CH3:39])[CH2:34][CH2:35][N:36]([CH:18]=[C:17]1[C:16]2[C:15]([CH3:30])([C:14]3[CH:5]([O:4][C:2](=[O:3])[CH3:1])[CH2:6][C:7]4([CH3:31])[CH:8]([C:13]=3[C:21](=[O:22])[C:20]=2[OH:19])[CH2:9][CH2:10][CH:11]4[OH:12])[CH:26]([CH2:27][O:28][CH3:29])[O:25][C:23]1=[O:24])[CH2:37][CH3:38]. (2) Given the reactants FC1C=C(F)C=CC=1C1C=C(CN2C(=O)C3=CC=CC=C3C2=O)C(=O)N(CC(C)C)N=1.[C:32]([C:35]1[C:36](=[O:59])[N:37]([CH2:49][CH2:50][CH2:51][C:52]2[CH:57]=[CH:56][CH:55]=[CH:54][C:53]=2[Cl:58])[N:38]=[C:39]([C:41]2[CH:46]=[CH:45][C:44]([F:47])=[C:43]([CH3:48])[CH:42]=2)[CH:40]=1)(O)=[O:33], predict the reaction product. The product is: [Cl:58][C:53]1[CH:54]=[CH:55][CH:56]=[CH:57][C:52]=1[CH2:51][CH2:50][CH2:49][N:37]1[C:36](=[O:59])[C:35]([CH2:32][OH:33])=[CH:40][C:39]([C:41]2[CH:46]=[CH:45][C:44]([F:47])=[C:43]([CH3:48])[CH:42]=2)=[N:38]1. (3) Given the reactants [CH:1]1([C:4]2[CH:5]=[C:6]([CH:9]=[C:10]([OH:13])[C:11]=2[I:12])[CH:7]=[O:8])[CH2:3][CH2:2]1.I[CH2:15][CH2:16][CH3:17].C(=O)([O-])[O-].[K+].[K+].CN(C=O)C, predict the reaction product. The product is: [CH:1]1([C:4]2[CH:5]=[C:6]([CH:9]=[C:10]([O:13][CH2:15][CH2:16][CH3:17])[C:11]=2[I:12])[CH:7]=[O:8])[CH2:2][CH2:3]1. (4) Given the reactants [C:1]([O:5][C:6]([N:8]1[CH2:13][CH2:12][CH:11]([CH2:14]Br)[CH2:10][CH2:9]1)=[O:7])([CH3:4])([CH3:3])[CH3:2].[Br:16][C:17]1[CH:22]=[CH:21][C:20]([SH:23])=[CH:19][CH:18]=1.C(=O)([O-])[O-].[Cs+].[Cs+], predict the reaction product. The product is: [C:1]([O:5][C:6]([N:8]1[CH2:9][CH2:10][CH:11]([CH2:14][S:23][C:20]2[CH:21]=[CH:22][C:17]([Br:16])=[CH:18][CH:19]=2)[CH2:12][CH2:13]1)=[O:7])([CH3:2])([CH3:3])[CH3:4]. (5) Given the reactants CCCC[N+](CCCC)(CCCC)CCCC.[F-].[Br:19][C:20]1[S:24][C:23]([C:25](=[NH:29])[N:26]([CH3:28])[CH3:27])=[C:22]([C:30]#[N:31])[C:21]=1[Si](C)(C)C.CCOC(C)=O, predict the reaction product. The product is: [Br:19][C:20]1[S:24][C:23]([C:25](=[NH:29])[N:26]([CH3:28])[CH3:27])=[C:22]([C:30]#[N:31])[CH:21]=1. (6) Given the reactants [F:1][C:2]1[CH:3]=[C:4]([CH:9]=[CH:10][C:11]=1[CH2:12][S:13][C:14]1[CH:19]=[CH:18][C:17]([OH:20])=[CH:16][CH:15]=1)[C:5]([O:7][CH3:8])=[O:6].ClC1C=CC=C(C(OO)=[O:29])C=1, predict the reaction product. The product is: [F:1][C:2]1[CH:3]=[C:4]([CH:9]=[CH:10][C:11]=1[CH2:12][S:13]([C:14]1[CH:19]=[CH:18][C:17]([OH:20])=[CH:16][CH:15]=1)=[O:29])[C:5]([OH:7])=[O:6].[F:1][C:2]1[CH:3]=[C:4]([CH:9]=[CH:10][C:11]=1[CH2:12][S:13]([C:14]1[CH:15]=[CH:16][C:17]([OH:20])=[CH:18][CH:19]=1)=[O:29])[C:5]([O:7][CH3:8])=[O:6]. (7) Given the reactants [OH:1][CH2:2][C:3]1[C:4]([C:23]2[CH:28]=[CH:27][C:26]([CH3:29])=[CH:25][CH:24]=2)=[C:5]([CH2:14][NH:15][C:16](=[O:22])[O:17][C:18]([CH3:21])([CH3:20])[CH3:19])[C:6]([CH2:10][CH:11]([CH3:13])[CH3:12])=[N:7][C:8]=1[CH3:9].O[C:31]1[CH:40]=[CH:39][C:34]([C:35]([O:37][CH3:38])=[O:36])=[CH:33][CH:32]=1.C1(P(C2C=CC=CC=2)C2C=CC=CC=2)C=CC=CC=1.N(C(OCC)=O)=NC(OCC)=O, predict the reaction product. The product is: [C:18]([O:17][C:16]([NH:15][CH2:14][C:5]1[C:4]([C:23]2[CH:24]=[CH:25][C:26]([CH3:29])=[CH:27][CH:28]=2)=[C:3]([CH2:2][O:1][C:31]2[CH:40]=[CH:39][C:34]([C:35]([O:37][CH3:38])=[O:36])=[CH:33][CH:32]=2)[C:8]([CH3:9])=[N:7][C:6]=1[CH2:10][CH:11]([CH3:13])[CH3:12])=[O:22])([CH3:19])([CH3:20])[CH3:21]. (8) Given the reactants [CH2:1]([OH:17])[CH2:2][CH2:3][CH2:4][CH2:5][CH2:6][CH2:7][CH2:8][CH2:9][CH2:10][CH2:11][CH2:12][CH2:13][CH2:14][CH2:15][CH3:16].[O:18]=[P:19](Cl)(Cl)Cl.CCN(CC)CC.[CH2:30]([CH2:32][NH2:33])[OH:31].Cl.C1C[O:38]CC1, predict the reaction product. The product is: [CH2:1]([O:17][P:19](=[O:18])([OH:38])[O:31][CH2:30][CH2:32][NH2:33])[CH2:2][CH2:3][CH2:4][CH2:5][CH2:6][CH2:7][CH2:8][CH2:9][CH2:10][CH2:11][CH2:12][CH2:13][CH2:14][CH2:15][CH3:16].